This data is from Full USPTO retrosynthesis dataset with 1.9M reactions from patents (1976-2016). The task is: Predict the reactants needed to synthesize the given product. Given the product [Cl:1][C:2]1[CH:3]=[CH:4][C:5]([C:8]#[C:9][C:10]2[CH:15]=[CH:14][C:13]([CH2:16][NH:17][C:18]3[CH:19]=[CH:20][C:21]4[C:26](=[O:27])[O:25][C:24]([CH3:28])([CH3:29])[O:23][C:22]=4[CH:30]=3)=[CH:12][CH:11]=2)=[CH:6][CH:7]=1, predict the reactants needed to synthesize it. The reactants are: [Cl:1][C:2]1[CH:7]=[CH:6][C:5]([C:8]#[C:9][C:10]2[CH:15]=[CH:14][C:13](/[CH:16]=[N:17]/[C:18]3[CH:19]=[CH:20][C:21]4[C:26](=[O:27])[O:25][C:24]([CH3:29])([CH3:28])[O:23][C:22]=4[CH:30]=3)=[CH:12][CH:11]=2)=[CH:4][CH:3]=1.C(O[BH-](OC(=O)C)OC(=O)C)(=O)C.[Na+].C(O)(=O)C.